Dataset: Catalyst prediction with 721,799 reactions and 888 catalyst types from USPTO. Task: Predict which catalyst facilitates the given reaction. Reactant: [NH:1]1[CH:5]=[CH:4][CH:3]=[N:2]1.[OH-].[Na+].[Br:8][CH2:9][CH2:10][CH2:11]Br.C(Cl)(Cl)Cl. Product: [Br:8][CH2:9][CH2:10][CH2:11][N:1]1[CH:5]=[CH:4][CH:3]=[N:2]1. The catalyst class is: 568.